This data is from Forward reaction prediction with 1.9M reactions from USPTO patents (1976-2016). The task is: Predict the product of the given reaction. (1) The product is: [CH3:28][O:27][C:24]1[CH:25]=[CH:26][C:21]([CH:20]=[N:19][NH:18][C:16]([C:8]2[NH:9][C:10]3[C:15]([C:7]=2[C:1]2[CH:2]=[CH:3][CH:4]=[CH:5][CH:6]=2)=[CH:14][CH:13]=[CH:12][CH:11]=3)=[O:17])=[CH:22][CH:23]=1. Given the reactants [C:1]1([C:7]2[C:15]3[C:10](=[CH:11][CH:12]=[CH:13][CH:14]=3)[NH:9][C:8]=2[C:16]([NH:18][NH2:19])=[O:17])[CH:6]=[CH:5][CH:4]=[CH:3][CH:2]=1.[CH:20](=O)[C:21]1[CH:26]=[CH:25][C:24]([O:27][CH3:28])=[CH:23][CH:22]=1, predict the reaction product. (2) Given the reactants [C:1]([CH2:3][CH:4]([N:25]1[CH:29]=[C:28]([C:30]2[C:31]3[CH:38]=[CH:37][N:36](COCC[Si](C)(C)C)[C:32]=3[N:33]=[CH:34][N:35]=2)[CH:27]=[N:26]1)[CH2:5][N:6]1[CH2:11][CH2:10][N:9]([C:12]([C:14]2[CH:21]=[CH:20][C:17](C#N)=[CH:16][C:15]=2[F:22])=[O:13])[CH2:8][CH:7]1[CH2:23]O)#[N:2].[C:47]([OH:53])([C:49]([F:52])([F:51])[F:50])=[O:48].C(N)CN, predict the reaction product. The product is: [F:50][C:49]([F:52])([F:51])[C:47]([OH:53])=[O:48].[F:50][C:49]([F:52])([F:51])[C:47]([OH:53])=[O:48].[F:22][C:15]1[CH:16]=[C:17]([OH:48])[CH:20]=[CH:21][C:14]=1[C:12]([N:9]1[CH2:8][CH2:7][CH2:23][N:6]([CH2:5][CH:4]([N:25]2[CH:29]=[C:28]([C:30]3[C:31]4[CH:38]=[CH:37][NH:36][C:32]=4[N:33]=[CH:34][N:35]=3)[CH:27]=[N:26]2)[CH2:3][C:1]#[N:2])[CH2:11][CH2:10]1)=[O:13]. (3) The product is: [F:11][C:8]1[C:9]([F:10])=[C:2]2[C:3]([CH:4]=[N:12][NH:13]2)=[CH:6][CH:7]=1. Given the reactants F[C:2]1[C:9]([F:10])=[C:8]([F:11])[CH:7]=[CH:6][C:3]=1[CH:4]=O.[NH2:12][NH2:13], predict the reaction product. (4) The product is: [CH3:1][O:2][CH2:3][C:4]([C:5]1[O:9][N:8]=[C:7]([NH2:19])[CH:6]=1)([CH3:11])[CH3:10]. Given the reactants [CH3:1][O:2][CH2:3][C:4]([CH3:11])([CH3:10])[C:5](=[O:9])[CH2:6][C:7]#[N:8].[OH-].[Na+].S(O)(O)(=O)=O.[NH2:19]O.Cl, predict the reaction product.